Dataset: Reaction yield outcomes from USPTO patents with 853,638 reactions. Task: Predict the reaction yield, written as a fraction of the theoretical maximum amount of product (1.0 means a 100% yield; for example, 0.34 means a 34% yield). (1) The reactants are [C:1]([O:5][C:6]([NH:8][C@@H:9]([CH2:13][C:14]1[CH:19]=[CH:18][C:17]([O:20][CH2:21][C:22]2[CH:27]=[CH:26][CH:25]=[CH:24][CH:23]=2)=[C:16]([O:28][CH2:29][C:30]2[CH:35]=[CH:34][CH:33]=[CH:32][CH:31]=2)[CH:15]=1)[C:10]([OH:12])=[O:11])=[O:7])([CH3:4])([CH3:3])[CH3:2].O[CH2:37][CH2:38][NH:39][C:40]([C:42]1[CH:47]=[CH:46][CH:45]=[CH:44][C:43]=1[O:48][CH2:49][C:50]1[CH:55]=[CH:54][CH:53]=[CH:52][CH:51]=1)=[O:41].Cl.CN(C)CCCN=C=NCC. The catalyst is CN(C)C1C=CN=CC=1.ClCCl. The product is [C:1]([O:5][C:6]([NH:8][C@@H:9]([CH2:13][C:14]1[CH:19]=[CH:18][C:17]([O:20][CH2:21][C:22]2[CH:27]=[CH:26][CH:25]=[CH:24][CH:23]=2)=[C:16]([O:28][CH2:29][C:30]2[CH:35]=[CH:34][CH:33]=[CH:32][CH:31]=2)[CH:15]=1)[C:10]([O:12][CH2:37][CH2:38][NH:39][C:40]([C:42]1[CH:47]=[CH:46][CH:45]=[CH:44][C:43]=1[O:48][CH2:49][C:50]1[CH:55]=[CH:54][CH:53]=[CH:52][CH:51]=1)=[O:41])=[O:11])=[O:7])([CH3:4])([CH3:2])[CH3:3]. The yield is 0.730. (2) The reactants are Cl[C:2]1[N:7]=[C:6]([NH:8][C@H:9]([C:11]2[CH:16]=[CH:15][CH:14]=[CH:13][CH:12]=2)[CH3:10])[CH:5]=[N:4][CH:3]=1.[CH3:17][C:18]1[NH:19][C:20]2[CH:26]=[CH:25][CH:24]=[CH:23][C:21]=2[N:22]=1. No catalyst specified. The product is [CH3:17][C:18]1[N:22]([C:2]2[N:7]=[C:6]([NH:8][C@H:9]([C:11]3[CH:16]=[CH:15][CH:14]=[CH:13][CH:12]=3)[CH3:10])[CH:5]=[N:4][CH:3]=2)[C:21]2[CH:23]=[CH:24][CH:25]=[CH:26][C:20]=2[N:19]=1. The yield is 0.110. (3) The reactants are [C:1]([C:4]1[C:12]2[O:11][CH2:10][C:9]([CH3:14])([CH3:13])[C:8]=2[CH:7]=[C:6]([Br:15])[CH:5]=1)(=O)[CH3:2].C([SiH](CC)CC)C.CO.C(=O)(O)[O-].[Na+]. The catalyst is FC(F)(F)C(O)=O.O. The product is [Br:15][C:6]1[CH:5]=[C:4]([CH2:1][CH3:2])[C:12]2[O:11][CH2:10][C:9]([CH3:13])([CH3:14])[C:8]=2[CH:7]=1. The yield is 0.930. (4) The reactants are P(Cl)(Cl)(Cl)=O.[Br:6][C:7]1[N:12]=[CH:11][C:10]2[CH:13]=[CH:14][N:15]([CH:16]([CH2:18][CH3:19])[CH3:17])[C:9]=2[CH:8]=1.[C:20](=O)(O)[O-:21].[Na+]. The catalyst is CN(C)C=O. The product is [Br:6][C:7]1[N:12]=[CH:11][C:10]2[C:13]([CH:20]=[O:21])=[CH:14][N:15]([CH:16]([CH2:18][CH3:19])[CH3:17])[C:9]=2[CH:8]=1. The yield is 0.750. (5) The reactants are [NH2:1][C:2](=[O:42])[CH2:3][C:4]1[CH:41]=[CH:40][CH:39]=[CH:38][C:5]=1[CH2:6][CH2:7][C:8]1[C:13]([C:14]([F:17])([F:16])[F:15])=[CH:12][N:11]=[C:10]([NH:18][C:19]2[CH:24]=[CH:23][C:22]([CH:25]3[CH2:30][CH2:29][CH2:28][CH2:27][N:26]3C(OC(C)(C)C)=O)=[CH:21][CH:20]=2)[N:9]=1.FC(F)(F)C(O)=O. The catalyst is C(Cl)Cl. The product is [NH:26]1[CH2:27][CH2:28][CH2:29][CH2:30][CH:25]1[C:22]1[CH:23]=[CH:24][C:19]([NH:18][C:10]2[N:9]=[C:8]([CH2:7][CH2:6][C:5]3[CH:38]=[CH:39][CH:40]=[CH:41][C:4]=3[CH2:3][C:2]([NH2:1])=[O:42])[C:13]([C:14]([F:17])([F:15])[F:16])=[CH:12][N:11]=2)=[CH:20][CH:21]=1. The yield is 0.890. (6) The reactants are [N+:1]([C:4]1[CH:12]=[C:11]([C:13]([F:16])([F:15])[F:14])[CH:10]=[CH:9][C:5]=1[C:6]([NH2:8])=[O:7])([O-])=O. The catalyst is CO.[OH-].[Pd+2].[OH-]. The product is [NH2:1][C:4]1[CH:12]=[C:11]([C:13]([F:14])([F:15])[F:16])[CH:10]=[CH:9][C:5]=1[C:6]([NH2:8])=[O:7]. The yield is 0.960. (7) The reactants are Cl[C:2]([O:4][CH3:5])=[O:3].[NH2:6][C:7]1[CH:8]=[C:9]([CH:25]=[CH:26][C:27]=1[F:28])[NH:10][C:11]1[C:20]2[C:15](=[CH:16][C:17]([O:23][CH3:24])=[C:18]([O:21][CH3:22])[CH:19]=2)[N:14]=[CH:13][N:12]=1.C(N(CC)CC)C. The catalyst is C(Cl)Cl. The product is [F:28][C:27]1[CH:26]=[CH:25][C:9]([NH:10][C:11]2[C:20]3[C:15](=[CH:16][C:17]([O:23][CH3:24])=[C:18]([O:21][CH3:22])[CH:19]=3)[N:14]=[CH:13][N:12]=2)=[CH:8][C:7]=1[NH:6][C:2]([O:4][CH3:5])=[O:3]. The yield is 0.0840. (8) The reactants are Cl[C:2]1[C:11]2[C:6](=[CH:7][CH:8]=[CH:9][CH:10]=2)[N:5]=[C:4]([C:12]([C:14]2[CH:19]=[CH:18][C:17]([F:20])=[CH:16][CH:15]=2)=[O:13])[N:3]=1.[NH2:21][C:22]1[CH:26]=[C:25]([C:27]#[N:28])[NH:24][N:23]=1.CO. The catalyst is CN(C=O)C. The product is [F:20][C:17]1[CH:18]=[CH:19][C:14]([C:12]([C:4]2[N:3]=[C:2]([NH:21][C:22]3[CH:26]=[C:25]([C:27]#[N:28])[NH:24][N:23]=3)[C:11]3[C:6](=[CH:7][CH:8]=[CH:9][CH:10]=3)[N:5]=2)=[O:13])=[CH:15][CH:16]=1. The yield is 0.234.